This data is from Full USPTO retrosynthesis dataset with 1.9M reactions from patents (1976-2016). The task is: Predict the reactants needed to synthesize the given product. (1) Given the product [NH2:22][C:2]1[C:3]2[C:10]([C:11]3[CH:16]=[CH:15][C:14]([O:17][CH3:18])=[CH:13][CH:12]=3)=[CH:9][N:8]([CH:19]([CH3:21])[CH3:20])[C:4]=2[N:5]=[CH:6][N:7]=1, predict the reactants needed to synthesize it. The reactants are: Cl[C:2]1[C:3]2[C:10]([C:11]3[CH:16]=[CH:15][C:14]([O:17][CH3:18])=[CH:13][CH:12]=3)=[CH:9][N:8]([CH:19]([CH3:21])[CH3:20])[C:4]=2[N:5]=[CH:6][N:7]=1.[NH3:22]. (2) The reactants are: [CH3:1][O:2][C:3]1[CH:4]=[C:5]([C:11]2[C@@H:20]3[C@@H:15]([CH2:16][CH2:17][CH2:18][CH2:19]3)[C:14](=[O:21])[N:13]([CH:22]3[CH2:27][CH2:26][N:25]([C:28](=[O:42])[C@@H:29]([NH:34]C(=O)OC(C)(C)C)[C@@H:30]([CH3:33])[CH2:31][CH3:32])[CH2:24][CH2:23]3)[N:12]=2)[CH:6]=[CH:7][C:8]=1[O:9][CH3:10].[ClH:43]. Given the product [ClH:43].[NH2:34][C@@H:29]([C@@H:30]([CH3:33])[CH2:31][CH3:32])[C:28]([N:25]1[CH2:24][CH2:23][CH:22]([N:13]2[N:12]=[C:11]([C:5]3[CH:6]=[CH:7][C:8]([O:9][CH3:10])=[C:3]([O:2][CH3:1])[CH:4]=3)[C@@H:20]3[C@@H:15]([CH2:16][CH2:17][CH2:18][CH2:19]3)[C:14]2=[O:21])[CH2:27][CH2:26]1)=[O:42], predict the reactants needed to synthesize it. (3) Given the product [CH2:1]([N:3]1[C:11]2[C:6](=[CH:7][CH:8]=[C:9]([C:12]3[NH:13][C:14]4[N:15]([N:19]=[CH:20][C:21]=4[C:22]4[O:23][CH:25]=[CH:26][N:24]=4)[C:16](=[O:18])[CH:17]=3)[CH:10]=2)[CH:5]=[N:4]1)[CH3:2], predict the reactants needed to synthesize it. The reactants are: [CH2:1]([N:3]1[C:11]2[C:6](=[CH:7][CH:8]=[C:9]([C:12]3[NH:13][C:14]4[N:15]([N:19]=[CH:20][C:21]=4[C:22]([NH2:24])=[O:23])[C:16](=[O:18])[CH:17]=3)[CH:10]=2)[CH:5]=[N:4]1)[CH3:2].[CH3:25][C:26]1C=CC(S(O)(=O)=O)=CC=1.BrCC(OCC)OCC. (4) Given the product [CH3:19][O:18][C:16]1[CH:15]=[CH:14][C:12]2[N:13]=[C:9]([NH:8][C:6](=[O:7])[C:5]3[CH:20]=[CH:21][C:2]([C:28](=[O:29])[C:24]4[CH:25]=[CH:26][CH:27]=[N:22][CH:23]=4)=[CH:3][CH:4]=3)[S:10][C:11]=2[CH:17]=1, predict the reactants needed to synthesize it. The reactants are: Br[C:2]1[CH:21]=[CH:20][C:5]([C:6]([NH:8][C:9]2[S:10][C:11]3[CH:17]=[C:16]([O:18][CH3:19])[CH:15]=[CH:14][C:12]=3[N:13]=2)=[O:7])=[CH:4][CH:3]=1.[N:22]1[CH:27]=[CH:26][CH:25]=[C:24]([CH:28]=[O:29])[CH:23]=1.C[Mg]Br. (5) The reactants are: [C:1]([O:5][C:6]([N:8]1[CH2:13][CH:12]=[C:11]([C:14]2[N:19]=[C:18]([NH:20][C:21]3[N:26]=[CH:25][C:24]4[N:27]=[CH:28][N:29]([CH:30]([CH3:32])[CH3:31])[C:23]=4[CH:22]=3)[CH:17]=[CH:16][N:15]=2)[CH2:10][CH2:9]1)=[O:7])([CH3:4])([CH3:3])[CH3:2]. Given the product [C:1]([O:5][C:6]([N:8]1[CH2:9][CH2:10][CH:11]([C:14]2[N:19]=[C:18]([NH:20][C:21]3[N:26]=[CH:25][C:24]4[N:27]=[CH:28][N:29]([CH:30]([CH3:32])[CH3:31])[C:23]=4[CH:22]=3)[CH:17]=[CH:16][N:15]=2)[CH2:12][CH2:13]1)=[O:7])([CH3:4])([CH3:2])[CH3:3], predict the reactants needed to synthesize it. (6) Given the product [CH2:1]([C:4]1[CH:16]=[CH:15][C:7]([CH2:8][N:9]([CH2:10][C:11]([O:13][CH3:14])=[O:12])[C:27](=[O:28])[CH2:26][C:23]2[CH:24]=[CH:25][C:20]([CH2:17][CH2:18][CH3:19])=[CH:21][CH:22]=2)=[CH:6][CH:5]=1)[CH2:2][CH3:3], predict the reactants needed to synthesize it. The reactants are: [CH2:1]([C:4]1[CH:16]=[CH:15][C:7]([CH2:8][NH:9][CH2:10][C:11]([O:13][CH3:14])=[O:12])=[CH:6][CH:5]=1)[CH2:2][CH3:3].[CH2:17]([C:20]1[CH:25]=[CH:24][C:23]([CH2:26][C:27](O)=[O:28])=[CH:22][CH:21]=1)[CH2:18][CH3:19].C(Cl)CCl.C1C=CC2N(O)N=NC=2C=1.CCN(C(C)C)C(C)C.S([O-])([O-])(=O)=O.[Mg+2]. (7) Given the product [F:1][C:2]1[CH:25]=[CH:24][C:5]([C:6]([NH:8][C@@H:9]([C@H:15]([OH:23])[C:16]2[CH:21]=[CH:20][CH:19]=[CH:18][C:17]=2[CH3:22])[C:10]([O:12][CH2:13][CH3:14])=[O:11])=[O:7])=[C:4]([C:26]([F:27])([F:28])[F:29])[CH:3]=1, predict the reactants needed to synthesize it. The reactants are: [F:1][C:2]1[CH:25]=[CH:24][C:5]([C:6]([NH:8][CH:9]([C:15](=[O:23])[C:16]2[CH:21]=[CH:20][CH:19]=[CH:18][C:17]=2[CH3:22])[C:10]([O:12][CH2:13][CH3:14])=[O:11])=[O:7])=[C:4]([C:26]([F:29])([F:28])[F:27])[CH:3]=1.C1C=CC(P(C2C(C3C(P(C4C=CC=CC=4)C4C=CC=CC=4)=CC=C4C=3C=CC=C4)=C3C(C=CC=C3)=CC=2)C2C=CC=CC=2)=CC=1. (8) Given the product [C:1]([C:4]1[C:22](=[O:23])[C@@:8]2([CH3:24])[C:9]3[C:15]([OH:16])=[CH:14][C:13]([O:17][CH3:18])=[C:12]([C:19]([NH:21][CH2:40][C:29]4[C:30]5[C:35](=[C:34]([F:38])[CH:33]=[C:32]([CH3:39])[CH:31]=5)[CH:36]=[CH:37][C:28]=4[CH2:26][CH3:27])=[O:20])[C:10]=3[O:11][C:7]2=[CH:6][C:5]=1[OH:25])(=[O:3])[CH3:2], predict the reactants needed to synthesize it. The reactants are: [C:1]([C:4]1[C:22](=[O:23])[C@@:8]2([CH3:24])[C:9]3[C:15]([OH:16])=[CH:14][C:13]([O:17][CH3:18])=[C:12]([C:19]([NH2:21])=[O:20])[C:10]=3[O:11][C:7]2=[CH:6][C:5]=1[OH:25])(=[O:3])[CH3:2].[CH2:26]([C:28]1[CH:37]=[CH:36][C:35]2[C:30](=[CH:31][C:32]([CH3:39])=[CH:33][C:34]=2[F:38])[C:29]=1[CH:40]=O)[CH3:27].C([SiH](CC)CC)C.FC(F)(F)C(O)=O.